Task: Predict the product of the given reaction.. Dataset: Forward reaction prediction with 1.9M reactions from USPTO patents (1976-2016) (1) Given the reactants [C:1](Cl)(=[O:5])[C:2](Cl)=[O:3].[F:7][C:8]1[CH:23]=[CH:22][C:11]([CH2:12][C:13]2[CH:14]=[CH:15][N:16]3[C:21]=2[CH:20]=[CH:19][CH:18]=[CH:17]3)=[CH:10][CH:9]=1.[NH2:24][C:25]1[S:29][N:28]=[C:27]([CH3:30])[CH:26]=1.O, predict the reaction product. The product is: [F:7][C:8]1[CH:23]=[CH:22][C:11]([CH2:12][C:13]2[CH:14]=[C:15]([C:1](=[O:5])[C:2]([NH:24][C:25]3[S:29][N:28]=[C:27]([CH3:30])[CH:26]=3)=[O:3])[N:16]3[C:21]=2[CH:20]=[CH:19][CH:18]=[CH:17]3)=[CH:10][CH:9]=1. (2) Given the reactants [N:1]1([CH:6]2[CH2:11][CH2:10][N:9]([CH2:12][C:13]3[C:14]([O:33][CH3:34])=[N:15][C:16]4[C:21]([C:22]=3[Cl:23])=[CH:20][C:19]([CH:24]([C:26]3[N:30]([CH3:31])[C:29]([CH3:32])=[N:28][CH:27]=3)[OH:25])=[CH:18][CH:17]=4)[CH2:8][CH2:7]2)[CH:5]=[CH:4][CH:3]=[N:2]1, predict the reaction product. The product is: [N:1]1([CH:6]2[CH2:11][CH2:10][N:9]([CH2:12][C:13]3[C:14]([O:33][CH3:34])=[N:15][C:16]4[C:21]([C:22]=3[Cl:23])=[CH:20][C:19]([C:24]([C:26]3[N:30]([CH3:31])[C:29]([CH3:32])=[N:28][CH:27]=3)=[O:25])=[CH:18][CH:17]=4)[CH2:8][CH2:7]2)[CH:5]=[CH:4][CH:3]=[N:2]1. (3) Given the reactants [CH2:1]([O:3][C:4](=[O:26])[CH2:5][C:6]([NH:8][C:9]1[C:14]([F:15])=[CH:13][C:12]([Cl:16])=[CH:11][C:10]=1[C:17]#[C:18][C:19]1[CH:24]=[CH:23][CH:22]=[CH:21][C:20]=1[Cl:25])=[O:7])[CH3:2].[H-].[Na+], predict the reaction product. The product is: [CH2:1]([O:3][C:4]([C:5]1[C:6](=[O:7])[NH:8][C:9]2[C:10]([C:17]=1[CH2:18][C:19]1[CH:24]=[CH:23][CH:22]=[CH:21][C:20]=1[Cl:25])=[CH:11][C:12]([Cl:16])=[CH:13][C:14]=2[F:15])=[O:26])[CH3:2]. (4) The product is: [C:19]([C:17]1[C:16]2[C:26]3[CH:25]=[CH:24][CH:23]=[CH:22][C:21]=3[N:9]([C:10]3[CH:15]=[CH:14][CH:13]=[CH:12][CH:11]=3)[C:8]=2[C:7]([OH:27])=[C:6]([C:4]([NH:28][CH2:29][C:30]([OH:32])=[O:31])=[O:5])[N:18]=1)#[N:20]. Given the reactants C(O[C:4]([C:6]1[N:18]=[C:17]([C:19]#[N:20])[C:16]2[C:15]3[CH:14]=[CH:13][CH:12]=[CH:11][C:10]=3[N:9]([C:21]3[CH:26]=[CH:25][CH:24]=[CH:23][CH:22]=3)[C:8]=2[C:7]=1[OH:27])=[O:5])C.[NH2:28][CH2:29][C:30]([OH:32])=[O:31].C[O-].[Na+].CO, predict the reaction product. (5) Given the reactants [CH:1]([O:4][C:5]1[CH:10]=[CH:9][C:8]([C:11]2[CH:16]=[CH:15][CH:14]=[C:13]([CH:17]3[CH2:26][C:25]([CH3:28])([CH3:27])[C:24]4[C:19](=[CH:20][CH:21]=[C:22]([C:29]([OH:31])=O)[CH:23]=4)[NH:18]3)[CH:12]=2)=[CH:7][CH:6]=1)([CH3:3])[CH3:2].[CH:32]1([S:35]([NH2:38])(=[O:37])=[O:36])[CH2:34][CH2:33]1, predict the reaction product. The product is: [CH:1]([O:4][C:5]1[CH:6]=[CH:7][C:8]([C:11]2[CH:16]=[CH:15][CH:14]=[C:13]([CH:17]3[CH2:26][C:25]([CH3:27])([CH3:28])[C:24]4[C:19](=[CH:20][CH:21]=[C:22]([C:29]([NH:38][S:35]([CH:32]5[CH2:34][CH2:33]5)(=[O:37])=[O:36])=[O:31])[CH:23]=4)[NH:18]3)[CH:12]=2)=[CH:9][CH:10]=1)([CH3:2])[CH3:3]. (6) Given the reactants [H-].[Na+].[CH3:3][OH:4].Cl[C:6]1[C:11]([C:12]([OH:14])=[O:13])=[C:10]([CH3:15])[CH:9]=[C:8]([Cl:16])[N:7]=1.Cl, predict the reaction product. The product is: [Cl:16][C:8]1[N:7]=[C:6]([O:4][CH3:3])[C:11]([C:12]([OH:14])=[O:13])=[C:10]([CH3:15])[CH:9]=1.